This data is from Full USPTO retrosynthesis dataset with 1.9M reactions from patents (1976-2016). The task is: Predict the reactants needed to synthesize the given product. (1) The reactants are: [CH:1]12[CH2:7][CH:4]([CH2:5][CH2:6]1)[C:3](=O)[C:2]2=O.COP([CH2:16][C:17]([C:19]1[CH:24]=[CH:23][CH:22]=[C:21]([F:25])[C:20]=1[C:26]([F:29])([F:28])[F:27])=O)(=O)OC.O.[NH2:31][NH2:32]. Given the product [F:25][C:21]1[C:20]([C:26]([F:29])([F:28])[F:27])=[C:19]([C:17]2[CH:16]=[C:3]3[C:2]([CH:1]4[CH2:7][CH:4]3[CH2:5][CH2:6]4)=[N:32][N:31]=2)[CH:24]=[CH:23][CH:22]=1, predict the reactants needed to synthesize it. (2) Given the product [CH3:13][C:1]1[CH:6]=[C:5]([CH3:7])[CH:4]=[C:3]([CH3:8])[C:2]=1[S:9]([C:22]1[CH:21]=[CH:20][C:19]([CH2:14][CH2:15][CH2:16][CH2:17][CH3:18])=[CH:24][CH:23]=1)(=[O:11])=[O:10], predict the reactants needed to synthesize it. The reactants are: [C:1]1([CH3:13])[CH:6]=[C:5]([CH3:7])[CH:4]=[C:3]([CH3:8])[C:2]=1[S:9](Cl)(=[O:11])=[O:10].[CH2:14]([C:19]1[CH:24]=[CH:23][CH:22]=[CH:21][CH:20]=1)[CH2:15][CH2:16][CH2:17][CH3:18].[Al+3].[Cl-].[Cl-].[Cl-].Cl. (3) Given the product [C:27]([N:15]([N:9]1[C:8](=[O:20])[C:7]2[C:12](=[CH:13][C:4]([CH:1]([CH3:3])[CH3:2])=[C:5]([C:21]3[N:22]([CH3:26])[N:23]=[CH:24][CH:25]=3)[CH:6]=2)[NH:11][C:10]1=[O:14])[S:16]([CH3:19])(=[O:17])=[O:18])(=[O:31])[CH2:28][CH2:29][CH3:30], predict the reactants needed to synthesize it. The reactants are: [CH:1]([C:4]1[CH:13]=[C:12]2[C:7]([C:8](=[O:20])[N:9]([NH:15][S:16]([CH3:19])(=[O:18])=[O:17])[C:10](=[O:14])[NH:11]2)=[CH:6][C:5]=1[C:21]1[N:22]([CH3:26])[N:23]=[CH:24][CH:25]=1)([CH3:3])[CH3:2].[C:27](Cl)(=[O:31])[CH2:28][CH2:29][CH3:30]. (4) Given the product [F:1][C:2]1[CH:10]=[CH:9][CH:8]=[CH:7][C:3]=1[CH2:4][C:23]([OH:29])([CH:22]([CH3:30])[CH3:21])[C:24]([OH:26])=[O:25], predict the reactants needed to synthesize it. The reactants are: [F:1][C:2]1[CH:10]=[CH:9][CH:8]=[CH:7][C:3]=1[CH2:4][Mg]Br.FC1C=CC=CC=1CBr.[Mg].[CH3:21][CH:22]([CH3:30])[C:23](=[O:29])[C:24]([O:26]CC)=[O:25].[NH4+].[Cl-]. (5) Given the product [CH3:32][N:3]([CH3:2])[C:4]1([C:25]2[CH:30]=[CH:29][CH:28]=[C:27]([F:31])[CH:26]=2)[CH2:9][CH2:8][CH:7]([CH2:10][C:11]([NH:13][CH2:14][CH2:15][C:16]2[C:24]3[C:19](=[CH:20][CH:21]=[CH:22][CH:23]=3)[NH:18][CH:17]=2)=[O:12])[CH2:6][CH2:5]1, predict the reactants needed to synthesize it. The reactants are: Cl.[CH3:2][N:3]([CH3:32])[C:4]1([C:25]2[CH:30]=[CH:29][CH:28]=[C:27]([F:31])[CH:26]=2)[CH2:9][CH2:8][C:7](=[CH:10][C:11]([NH:13][CH2:14][CH2:15][C:16]2[C:24]3[C:19](=[CH:20][CH:21]=[CH:22][CH:23]=3)[NH:18][CH:17]=2)=[O:12])[CH2:6][CH2:5]1. (6) Given the product [CH3:26][N:23]1[C:24]2[C:20](=[CH:19][CH:18]=[C:17]([N:12]3[CH:13]=[CH:14][C:9]([CH2:1][CH2:2][C:3]4[CH:8]=[CH:7][CH:6]=[CH:5][CH:4]=4)=[CH:10][C:11]3=[O:15])[CH:25]=2)[C:21]2[CH2:30][CH2:29][N:28]([C:31]([O:33][C:34]([CH3:37])([CH3:36])[CH3:35])=[O:32])[CH2:27][C:22]1=2, predict the reactants needed to synthesize it. The reactants are: [CH2:1]([C:9]1[CH:14]=[CH:13][NH:12][C:11](=[O:15])[CH:10]=1)[CH2:2][C:3]1[CH:8]=[CH:7][CH:6]=[CH:5][CH:4]=1.Br[C:17]1[CH:25]=[C:24]2[C:20]([C:21]3[CH2:30][CH2:29][N:28]([C:31]([O:33][C:34]([CH3:37])([CH3:36])[CH3:35])=[O:32])[CH2:27][C:22]=3[N:23]2[CH3:26])=[CH:19][CH:18]=1. (7) The reactants are: [Cl:1][C:2]1[CH:3]=[CH:4][C:5]([O:16][CH3:17])=[C:6]([C:8](=[O:15])[CH2:9][C:10]([O:12][CH2:13][CH3:14])=[O:11])[CH:7]=1.CO[CH:20](OC)[N:21]([CH3:23])[CH3:22]. Given the product [Cl:1][C:2]1[CH:3]=[CH:4][C:5]([O:16][CH3:17])=[C:6]([CH:7]=1)[C:8]([C:9](=[CH:20][N:21]([CH3:23])[CH3:22])[C:10]([O:12][CH2:13][CH3:14])=[O:11])=[O:15], predict the reactants needed to synthesize it. (8) Given the product [NH2:5][C:4]1[N:10]([CH2:9][CH2:8][OH:7])[N:1]=[C:2]([CH3:6])[CH:3]=1, predict the reactants needed to synthesize it. The reactants are: [NH2:1]/[C:2](/[CH3:6])=[CH:3]\[C:4]#[N:5].[OH:7][CH2:8][CH2:9][NH:10]N.